Dataset: Catalyst prediction with 721,799 reactions and 888 catalyst types from USPTO. Task: Predict which catalyst facilitates the given reaction. (1) The catalyst class is: 100. Reactant: [CH3:1][C@@:2]12[CH2:19][CH2:18][C@@H:17]3[C@:12]([CH3:22])([CH2:13][CH2:14][CH2:15][C:16]3([CH3:21])[CH3:20])[C@H:11]1[CH2:10][S:9][C:8]1[C:3]2=[C:4]([OH:24])[CH:5]=[C:6]([OH:23])[CH:7]=1.[CH3:25][Si](C=[N+]=[N-])(C)C. Product: [CH3:25][O:23][C:6]1[CH:7]=[C:8]2[C:3]([C@@:2]3([CH3:1])[C@H:11]([CH2:10][S:9]2)[C@:12]2([CH3:22])[C@H:17]([C:16]([CH3:20])([CH3:21])[CH2:15][CH2:14][CH2:13]2)[CH2:18][CH2:19]3)=[C:4]([OH:24])[CH:5]=1. (2) Reactant: Br[C:2]1[S:3][C:4](Br)=[CH:5][CH:6]=1.C([Li])CCC.[CH3:13][Sn:14](Cl)([CH3:16])[CH3:15]. Product: [CH3:13][Sn:14]([CH3:16])([CH3:15])[C:2]1[S:3][C:4]([Sn:14]([CH3:16])([CH3:15])[CH3:13])=[CH:5][CH:6]=1. The catalyst class is: 7. (3) Reactant: F[C:2](F)(F)C(O)=O.[Cl:8][C:9]1[C:10]([F:46])=[C:11]([CH:15]2[C:19]([C:22]3[CH:27]=[CH:26][C:25]([Cl:28])=[CH:24][C:23]=3[F:29])([C:20]#[N:21])[CH:18]([CH2:30][C:31]([CH3:42])([C:33]([O:35]C3C=CC=CC=3)=[O:34])[CH3:32])[NH:17][CH:16]2[C:43]([OH:45])=O)[CH:12]=[CH:13][CH:14]=1.[CH3:47][C:48]1([CH3:56])[O:52][C@@H:51]([CH2:53][CH2:54][NH2:55])[CH2:50][O:49]1.CN(C(ON1N=NC2C=CC=NC1=2)=[N+](C)C)C.F[P-](F)(F)(F)(F)F.CCN(C(C)C)C(C)C. Product: [CH3:2][O:35][C:33](=[O:34])[C:31]([CH3:42])([CH3:32])[CH2:30][C@H:18]1[C@@:19]([C:22]2[CH:27]=[CH:26][C:25]([Cl:28])=[CH:24][C:23]=2[F:29])([C:20]#[N:21])[C@@H:15]([C:11]2[CH:12]=[CH:13][CH:14]=[C:9]([Cl:8])[C:10]=2[F:46])[C@H:16]([C:43](=[O:45])[NH:55][CH2:54][CH2:53][C@H:51]2[CH2:50][O:49][C:48]([CH3:56])([CH3:47])[O:52]2)[NH:17]1. The catalyst class is: 2. (4) Reactant: [NH2:1][C:2]1([C:8]([OH:10])=[O:9])[CH2:7][CH2:6][CH2:5][CH2:4][CH2:3]1.[OH-].[Na+].[Br:13][C:14]1[CH:15]=[C:16]([N:20]=[C:21]=[O:22])[CH:17]=[CH:18][CH:19]=1. Product: [Br:13][C:14]1[CH:15]=[C:16]([NH:20][C:21]([NH:1][C:2]2([C:8]([OH:10])=[O:9])[CH2:7][CH2:6][CH2:5][CH2:4][CH2:3]2)=[O:22])[CH:17]=[CH:18][CH:19]=1. The catalyst class is: 127. (5) Reactant: [C:1]([C:3]1[CH:26]=[CH:25][C:6]([CH2:7][NH:8][C:9](=[O:24])[CH:10]([C:14]2[C:19]([F:20])=[CH:18][C:17]([O:21][CH3:22])=[CH:16][C:15]=2[F:23])[O:11][CH2:12][CH3:13])=[C:5]([OH:27])[CH:4]=1)#[N:2].I[CH2:29][C:30]([NH2:32])=[O:31].C(=O)([O-])[O-].[Cs+].[Cs+]. Product: [C:30]([CH2:29][O:27][C:5]1[CH:4]=[C:3]([C:1]#[N:2])[CH:26]=[CH:25][C:6]=1[CH2:7][NH:8][C:9](=[O:24])[CH:10]([C:14]1[C:15]([F:23])=[CH:16][C:17]([O:21][CH3:22])=[CH:18][C:19]=1[F:20])[O:11][CH2:12][CH3:13])(=[O:31])[NH2:32]. The catalyst class is: 3. (6) Reactant: [Br:1][C:2]1[CH:9]=[CH:8][C:7]([OH:10])=[CH:6][C:3]=1[CH:4]=[O:5].I[CH2:12][CH3:13].C([O-])([O-])=O.[K+].[K+]. Product: [Br:1][C:2]1[CH:9]=[CH:8][C:7]([O:10][CH2:12][CH3:13])=[CH:6][C:3]=1[CH:4]=[O:5]. The catalyst class is: 18.